Dataset: Catalyst prediction with 721,799 reactions and 888 catalyst types from USPTO. Task: Predict which catalyst facilitates the given reaction. Reactant: C([O:8][C:9]1[C:14]2[NH:15][C:16](=[O:18])[S:17][C:13]=2[C:12]([C@@H:19]([OH:46])[CH2:20][N:21](CC2C=CC=CC=2)[CH2:22][CH2:23][CH2:24][CH2:25][CH2:26][CH2:27][O:28][CH2:29][CH2:30][CH2:31][CH2:32][C:33]2[CH:38]=[CH:37][CH:36]=[CH:35][CH:34]=2)=[CH:11][CH:10]=1)C1C=CC=CC=1.[CH:47]([OH:49])=[O:48]. Product: [CH:47]([OH:49])=[O:48].[OH:8][C:9]1[C:14]2[NH:15][C:16](=[O:18])[S:17][C:13]=2[C:12]([C@@H:19]([OH:46])[CH2:20][NH:21][CH2:22][CH2:23][CH2:24][CH2:25][CH2:26][CH2:27][O:28][CH2:29][CH2:30][CH2:31][CH2:32][C:33]2[CH:34]=[CH:35][CH:36]=[CH:37][CH:38]=2)=[CH:11][CH:10]=1. The catalyst class is: 45.